This data is from Forward reaction prediction with 1.9M reactions from USPTO patents (1976-2016). The task is: Predict the product of the given reaction. Given the reactants [Br:1][C:2]1[N:3]=[C:4]([C:7]([OH:9])=O)[S:5][CH:6]=1.O=S(Cl)Cl.O.[NH2:15][NH2:16], predict the reaction product. The product is: [Br:1][C:2]1[N:3]=[C:4]([C:7]([NH:15][NH2:16])=[O:9])[S:5][CH:6]=1.